The task is: Predict the product of the given reaction.. This data is from Forward reaction prediction with 1.9M reactions from USPTO patents (1976-2016). (1) Given the reactants [CH3:1][C:2]1[CH:3]=[CH:4][CH:5]=[C:6]2[C:11]=1[N:10]=[C:9]([SH:12])[N:8]([C:13]1[CH:18]=[CH:17][CH:16]=[CH:15][CH:14]=1)[C:7]2=[O:19].[C:20]([O-])([O-])=O.[K+].[K+].CI, predict the reaction product. The product is: [C:13]1([N:8]2[C:7](=[O:19])[C:6]3[C:11](=[C:2]([CH3:1])[CH:3]=[CH:4][CH:5]=3)[N:10]=[C:9]2[S:12][CH3:20])[CH:14]=[CH:15][CH:16]=[CH:17][CH:18]=1. (2) Given the reactants [O:1]([C:8]1[CH:16]=[CH:15][C:14]([I:17])=[C:13]2[C:9]=1[CH:10](O)[N:11](C(C)(C1C=CC=CC=1)C)[C:12]2=[O:18])[C:2]1[CH:7]=[CH:6][CH:5]=[CH:4][CH:3]=1.FC(F)(F)C(O)=O.C([SiH](CC)CC)C, predict the reaction product. The product is: [O:1]([C:8]1[CH:16]=[CH:15][C:14]([I:17])=[C:13]2[C:9]=1[CH2:10][NH:11][C:12]2=[O:18])[C:2]1[CH:3]=[CH:4][CH:5]=[CH:6][CH:7]=1.